Dataset: CYP3A4 inhibition data for predicting drug metabolism from PubChem BioAssay. Task: Regression/Classification. Given a drug SMILES string, predict its absorption, distribution, metabolism, or excretion properties. Task type varies by dataset: regression for continuous measurements (e.g., permeability, clearance, half-life) or binary classification for categorical outcomes (e.g., BBB penetration, CYP inhibition). Dataset: cyp3a4_veith. (1) The result is 0 (non-inhibitor). The drug is COCCn1c(=O)cnc2cnc(N3CCNCC3)nc21. (2) The compound is O=[N+]([O-])c1ccc(Nc2nc(N/N=C\c3ccc4c(c3)OCO4)nc(N3CCCCC3)n2)cc1. The result is 1 (inhibitor).